The task is: Predict the product of the given reaction.. This data is from Forward reaction prediction with 1.9M reactions from USPTO patents (1976-2016). (1) Given the reactants [F:1][C:2]1[CH:10]=[CH:9][C:5]([C:6]([OH:8])=O)=[CH:4][C:3]=1[NH:11][C:12]([C:14]1[N:18]2[CH:19]=[CH:20][CH:21]=[CH:22][C:17]2=[N:16][CH:15]=1)=[O:13].CN(C(ON1N=N[C:33]2[CH:34]=[CH:35][CH:36]=[N:37][C:32]1=2)=[N+](C)C)C.F[P-](F)(F)(F)(F)F.N[C@@H]1C2C(=CC=CC=2)C[C@@H:49]1[OH:57].[CH:58](N(C(C)C)CC)([CH3:60])[CH3:59], predict the reaction product. The product is: [F:1][C:2]1[CH:10]=[CH:9][C:5]([C:6](=[O:8])[NH:37][C@H:32]2[CH2:33][C:34]3[C:35](=[CH:36][CH:59]=[CH:58][CH:60]=3)[C@H:49]2[OH:57])=[CH:4][C:3]=1[NH:11][C:12]([C:14]1[N:18]2[CH:19]=[CH:20][CH:21]=[CH:22][C:17]2=[N:16][CH:15]=1)=[O:13]. (2) The product is: [C:1]([C:3]1[CH:4]=[C:5]([CH:9]2[CH2:10][CH2:11][N:12]([C:15]([O:17][C:18]([CH3:21])([CH3:20])[CH3:19])=[O:16])[CH2:13][CH2:14]2)[CH:6]=[CH:7][CH:8]=1)#[N:2]. Given the reactants [C:1]([C:3]1[CH:4]=[C:5]([C:9]2[CH2:10][CH2:11][N:12]([C:15]([O:17][C:18]([CH3:21])([CH3:20])[CH3:19])=[O:16])[CH2:13][CH:14]=2)[CH:6]=[CH:7][CH:8]=1)#[N:2].[H][H], predict the reaction product. (3) Given the reactants ClC(Cl)C.CN([CH:8]=[O:9])C.P(Cl)(Cl)(Cl)=O.[CH:15]1[C:16]([C:24]([O:26][CH3:27])=[O:25])=[CH:17][N:18]2[C:23]=1[CH2:22][CH2:21][CH2:20][CH2:19]2, predict the reaction product. The product is: [CH:8]([C:17]1[N:18]2[C:23]([CH2:22][CH2:21][CH2:20][CH2:19]2)=[CH:15][C:16]=1[C:24]([O:26][CH3:27])=[O:25])=[O:9]. (4) Given the reactants [CH2:1]([O:8][C:9](=[O:23])[C@@H:10]([CH2:19]C(O)=O)[NH:11][C:12]([O:14][C:15]([CH3:18])([CH3:17])[CH3:16])=[O:13])[C:2]1[CH:7]=[CH:6][CH:5]=[CH:4][CH:3]=1.ClC([O:27][CH2:28]C)=O.[N-:30]=[N+]=[N-].[Na+].[Na+].[Cl-], predict the reaction product. The product is: [O:27]=[C:28]1[NH:30][CH2:19][C@H:10]([C:9]([O:8][CH2:1][C:2]2[CH:3]=[CH:4][CH:5]=[CH:6][CH:7]=2)=[O:23])[N:11]1[C:12]([O:14][C:15]([CH3:16])([CH3:17])[CH3:18])=[O:13]. (5) Given the reactants [NH2:1][C:2]1[C:3]([C:7]2[NH:23][C:10]3=[CH:11][C:12]4[C:13]([CH3:22])([CH3:21])[C:14](=[O:20])[N:15]([CH2:18][CH3:19])[C:16]=4[CH:17]=[C:9]3[N:8]=2)=[N:4][NH:5][CH:6]=1.[CH3:24][O:25][C:26]1[CH:34]=[CH:33][CH:32]=[C:31]([O:35][CH3:36])[C:27]=1[C:28](Cl)=[O:29], predict the reaction product. The product is: [CH2:18]([N:15]1[C:16]2[CH:17]=[C:9]3[N:8]=[C:7]([C:3]4[C:2]([NH:1][C:28](=[O:29])[C:27]5[C:31]([O:35][CH3:36])=[CH:32][CH:33]=[CH:34][C:26]=5[O:25][CH3:24])=[CH:6][NH:5][N:4]=4)[NH:23][C:10]3=[CH:11][C:12]=2[C:13]([CH3:22])([CH3:21])[C:14]1=[O:20])[CH3:19]. (6) Given the reactants [F:1][C:2]1[CH:9]=[CH:8][C:5]([CH2:6]Br)=[CH:4][CH:3]=1.C(=O)([O-])[O-].[K+].[K+].[CH2:16]([NH:18][C:19](=[O:21])[O-:20])[CH3:17].[OH:22][C:23]1[C:24]([Cl:36])=[CH:25][C:26]2[CH:27]([CH3:35])[CH:28]3[CH2:32][NH:31][CH2:30][CH:29]3[C:33]=2[CH:34]=1, predict the reaction product. The product is: [CH2:16]([NH:18][C:19](=[O:20])[O-:21])[CH3:17].[F:1][C:2]1[CH:9]=[CH:8][C:5]([CH2:6][O:22][C:23]2[C:24]([Cl:36])=[CH:25][C:26]3[CH:27]([CH3:35])[CH:28]4[CH2:32][NH:31][CH2:30][CH:29]4[C:33]=3[CH:34]=2)=[CH:4][CH:3]=1. (7) Given the reactants [O:1]=[C:2]1[C:11]2[C:6](=[CH:7][CH:8]=[C:9]([S:12](O)(=[O:14])=[O:13])[CH:10]=2)[C:5]([C:16]([OH:18])=[O:17])=[CH:4][NH:3]1.[Cl:19]S(O)(=O)=O, predict the reaction product. The product is: [Cl:19][S:12]([C:9]1[CH:10]=[C:11]2[C:6]([C:5]([C:16]([OH:18])=[O:17])=[CH:4][NH:3][C:2]2=[O:1])=[CH:7][CH:8]=1)(=[O:14])=[O:13]. (8) Given the reactants [CH2:1]([O:8][C:9]1[CH:16]=[CH:15][C:12]([CH2:13][OH:14])=[CH:11][CH:10]=1)[C:2]1[CH:7]=[CH:6][CH:5]=[CH:4][CH:3]=1.Cl[C:18]([O:20][CH:21]([Cl:23])[CH3:22])=[O:19].N1C=CC=CC=1, predict the reaction product. The product is: [Cl:23][CH:21]([O:20][C:18](=[O:19])[O:14][CH2:13][C:12]1[CH:11]=[CH:10][C:9]([O:8][CH2:1][C:2]2[CH:3]=[CH:4][CH:5]=[CH:6][CH:7]=2)=[CH:16][CH:15]=1)[CH3:22].